From a dataset of Experimentally validated miRNA-target interactions with 360,000+ pairs, plus equal number of negative samples. Binary Classification. Given a miRNA mature sequence and a target amino acid sequence, predict their likelihood of interaction. (1) The miRNA is hsa-miR-4782-3p with sequence UGAUUGUCUUCAUAUCUAGAAC. The protein sequence of the target gene is MGEPGQSPSPRSSHGSPPTLSTLTLLLLLCGHAHSQCKILRCNAEYVSSTLSLRGGGSSGALRGGGGGGRGGGVGSGGLCRALRSYALCTRRTARTCRGDLAFHSAVHGIEDLMIQHNCSRQGPTAPPPPRGPALPGAGSGLPAPDPCDYEGRFSRLHGRPPGFLHCASFGDPHVRSFHHHFHTCRVQGAWPLLDNDFLFVQATSSPMALGANATATRKLTIIFKNMQECIDQKVYQAEVDNLPVAFEDGSINGGDRPGGSSLSIQTANPGNHVEIQAAYIGTTIIIRQTAGQLSFSIKV.... Result: 0 (no interaction). (2) The miRNA is mmu-miR-1895 with sequence CCCCCGAGGAGGACGAGGAGGA. The protein sequence of the target gene is MDSGGGSLGLHTPDSRMAHTMIMQDFVAGMAGTAHIDGDHIVVSVPEAVLVSDVVTDDGITLDHGLAAEVVHGPDIITETDVVTEGVIVPEAVLEADVAIEEDLEEDDGDHILTSELITETVRVPEQVFVADLVTGPNGHLEHVVQDCVSGVDSPTMVSEEVLVTNSDTETVIQAAGGVPGSTVTIKTEDDDDDDVKSTSEDYLMISLDDVGEKLEHMGNTPLKIGSDGSQEDAKEDGFGSEVIKVYIFKAEAEDDVEIGGTEIVTESEYTSGHSVAGVLDQSRMQREKMVYMAVKDSSQ.... Result: 0 (no interaction). (3) The miRNA is mmu-miR-24-2-5p with sequence GUGCCUACUGAGCUGAAACAGU. The protein sequence of the target gene is MPKFKVTRGASNREKHAPLAEQILAGNAVRAGTREKRRGREVEEEEEYVGPRLSRRILQQARQQQEELETDHGAGDRSAPPRERATRLGPGLPQDGSDEEDEEWPTLEKAAKMAGVDHQAEVIVDPEDERAIEMFMNKNPPVRRTLADIIMEKLTEKQTEVETVMSEVSGFPMPQLDPRVLEVYRGVREVLCKYRSGKLPKAFKVIPALSNWEQILYVTEPEAWTAAAMYQATRIFASNLKERMAQRFYNLVLLPRVRDDIAEYKRLNFHLYMALKKALFKPGAWFKGILIPLCESGTCT.... Result: 0 (no interaction).